Dataset: Experimentally validated miRNA-target interactions with 360,000+ pairs, plus equal number of negative samples. Task: Binary Classification. Given a miRNA mature sequence and a target amino acid sequence, predict their likelihood of interaction. (1) The protein sequence of the target gene is MAECGRGGAAGGALPTSPGPALGAKGALKAGVGEGGGGGGRLGHGRARYDSGGVSNGDCSLGVSGDEARASPTRGPRGVALAPTPSAVVCTLPRESKPGGLPRRSSIIKDGTKQKRERKKTVSFSSMPTEKKISSASDCINSMVEGSELKKVRSNSRIYHRYFLLDADMQSLRWEPSKKDSEKAKIDIKSIKEVRTGKNTDIFRSNGISDQISEDCAFSVIYGENYESLDLVANSADVANIWVTGLRYLISYGKHTLDMLESSQDNMRTSWVSQMFSEIDVDNLGHITLCNAVQCIRNLN.... The miRNA is hsa-miR-4639-5p with sequence UUGCUAAGUAGGCUGAGAUUGA. Result: 0 (no interaction). (2) The miRNA is hsa-miR-124-3p with sequence UAAGGCACGCGGUGAAUGCCAA. The protein sequence of the target gene is MLQQVNGHNPGSDGQAREYLREDLQEFLGGEVLLYKLDDLTRVNPVTLETVLRCLQARYMADTFYTNAGCTLVALNPFKPVPQLYSPELMREYHAAPQPQKLKPHVFTVGEQTYRNVKSLIEPVNQSIVVSGESGAGKTWTSRCLMKFYAVVATSPASWESHKIAERIEQRILNSNPVMEAFGNACTLRNNNSSRFGKFIQLQLNRAQQMTGAAVQTYLLEKTRVACQASSERNFHIFYQICKGASEDERLQWHLPEGAAFSWLPNPERSLEEDCFEVTREAMLHLGIDTPTQNNIFKVL.... Result: 1 (interaction). (3) The miRNA is hsa-miR-6805-5p with sequence UAGGGGGCGGCUUGUGGAGUGU. The protein sequence of the target gene is MSAAQGWDRNRRRGGGAAGGASGVSGAGAAGGGRGTGQLNRFVQLSGRPHLPGKKKIRWDPVRRRFIQSCPIIRIPNRFLRGHRPPPARSGHRCVADNTNLYVFGGYNPDYDESGGPDNEDYPLFRELWRYHFATGVWHQMGTDGYMPRELASMSLVLHGNNLLVFGGTGIPFGESNGNDVHVCNVKYKRWALLSCRGKRPSRIYGQAMALINGSLYVFGGTTGYIYSTDLHKLDLNTMVWTQLKPNNLSCDLPEERYRHEIAHDGQRIYILGGGTSWTAYSLNKIHAYNLETNAWEEIA.... Result: 0 (no interaction). (4) The miRNA is cel-miR-58a-3p with sequence UGAGAUCGUUCAGUACGGCAAU. The protein sequence of the target gene is MRLPRRAALGLLPLLLLLPPAPEAAKKPTPCHRCRGLVDKFNQGMVDTAKKNFGGGNTAWEEKTLSKYESSEIRLLEILEGLCESSDFECNQMLEAQEEHLEAWWLQLKSEYPDLFEWFCVKTLKVCCSPGTYGPDCLACQGGSQRPCSGNGHCSGDGSRQGDGSCRCHMGYQGPLCTDCMDGYFSSLRNETHSICTACDESCKTCSGLTNRDCGECEVGWVLDEGACVDVDECAAEPPPCSAAQFCKNANGSYTCEECDSSCVGCTGEGPGNCKECISGYAREHGQCADVDECSLAEKT.... Result: 0 (no interaction). (5) The miRNA is hsa-let-7a-2-3p with sequence CUGUACAGCCUCCUAGCUUUCC. The protein sequence of the target gene is MAESENRKELSESSQEEAGNQIMVEGLGEHLERGEDAAAGLGDDGKCGEEAAAGLGEEGENGEDTAAGSGEDGKKGGDTDEDSEADRPKGLIGYVLDTDFVESLPVKVKYRVLALKKLQTRAANLESKFLREFHDIERKFAEMYQPLLEKRRQIINAIYEPTEEECEYKSDSEDCDDEEMCHEEMYGNEEGMVHEYVDEDDGYEDYYYDYAVEEEEEEEEEDDIEATGEENKEEEDPKGIPDFWLTVLKNVDTLTPLIKKYDEPILKLLTDIKVKLSDPGEPLSFTLEFHFKPNEYFKNE.... Result: 0 (no interaction). (6) The miRNA is hsa-miR-670-5p with sequence GUCCCUGAGUGUAUGUGGUG. The protein sequence of the target gene is MWCLHCNSERTQSLLELELDSGVEGEAPSSETGTSLDSPSAYPQGPLVPGSSLSPDHYEHTSVGAYGLYSGPPGQQQRTRRPKLQHSTSILRKQAEEEAIKRSRSLSESYELSSDLQDKQVEMLERKYGGRLVTRHAARTIQTAFRQYQMNKNFERLRSSMSENRMSRRIVLSNMRMQFSFEGPEKVHSSYFEGKQVSVTNDGSQLGALVSPECGDLSEPTTLKSPAPSSDFADAITELEDAFSRQVKSLAESIDDALNCRSLHTEEAPALDAARARDTEPQTALHGMDHRKLDEMTASY.... Result: 0 (no interaction). (7) The miRNA is hsa-miR-449a with sequence UGGCAGUGUAUUGUUAGCUGGU. The protein sequence of the target gene is MAGHGWGTAWVLVAAATLLHAGGLAQGDCWLIEGDKGFVWLAICSQNQPPYEAIPQQINNTIVDLRLNENRIRSVQYASLSRFGNLTYLNLTKNEIGYIEDGAFSGQFNLQVLQLGYNRLRNLTEGMLRGLSKLEYLYLQANLIEVVMASAFWECPNIVNIDLSMNRIQQLGSGTFAGLTKLSVCEIYSNPFYCSCELLGFLRWLAAFTNATQTHDRVQCESPPVYAGYFLLGQGRHGHQRSILSKLQSVCTEGSYTAEVLGPPRPVPGRSQPGHSPPPPPPEPSDMPCADDECFSGDGT.... Result: 0 (no interaction).